Task: Predict the reaction yield, written as a fraction of the theoretical maximum amount of product (1.0 means a 100% yield; for example, 0.34 means a 34% yield).. Dataset: Reaction yield outcomes from USPTO patents with 853,638 reactions (1) The reactants are C(OC([N:8]1[CH2:13][CH2:12][CH:11]([O:14][C:15]2[C:20]3[C:21]4[CH:36]=[C:35]([Br:37])[CH:34]=[N:33][C:22]=4[N:23]([S:24]([C:27]4[CH:32]=[CH:31][CH:30]=[CH:29][CH:28]=4)(=[O:26])=[O:25])[C:19]=3[CH:18]=[N:17][C:16]=2[C:38]#[N:39])[CH2:10][CH2:9]1)=O)(C)(C)C.C(O)(C(F)(F)F)=O. The catalyst is ClCCl. The product is [C:27]1([S:24]([N:23]2[C:19]3[CH:18]=[N:17][C:16]([C:38]#[N:39])=[C:15]([O:14][CH:11]4[CH2:12][CH2:13][NH:8][CH2:9][CH2:10]4)[C:20]=3[C:21]3[CH:36]=[C:35]([Br:37])[CH:34]=[N:33][C:22]2=3)(=[O:25])=[O:26])[CH:28]=[CH:29][CH:30]=[CH:31][CH:32]=1. The yield is 0.840. (2) The reactants are [CH3:1][C:2]1[CH:7]=[CH:6][C:5]([NH:8][C:9](=[O:16])[CH2:10][N:11]2[CH2:15][CH2:14][CH2:13][CH2:12]2)=[CH:4][C:3]=1[N+:17]([O-])=O. The catalyst is C(O)C.[Pd]. The product is [NH2:17][C:3]1[CH:4]=[C:5]([NH:8][C:9](=[O:16])[CH2:10][N:11]2[CH2:12][CH2:13][CH2:14][CH2:15]2)[CH:6]=[CH:7][C:2]=1[CH3:1]. The yield is 0.950. (3) The reactants are [N+:1]([C:4]1[CH:5]=[C:6]([S:10]([C:13]2[CH:21]=[CH:20][C:19]3[N:18]([CH3:22])[C:17]4[CH2:23][CH:24]5[NH:28][CH:27]([C:16]=4[C:15]=3[C:14]=2[C:29]([O:31][C:32]([CH3:35])([CH3:34])[CH3:33])=[O:30])[CH2:26][CH2:25]5)(=[O:12])=[O:11])[CH:7]=[CH:8][CH:9]=1)([O-])=O.[Cl-].[NH4+]. The catalyst is CCO.O.[Fe]. The product is [NH2:1][C:4]1[CH:5]=[C:6]([S:10]([C:13]2[CH:21]=[CH:20][C:19]3[N:18]([CH3:22])[C:17]4[CH2:23][CH:24]5[NH:28][CH:27]([C:16]=4[C:15]=3[C:14]=2[C:29]([O:31][C:32]([CH3:35])([CH3:34])[CH3:33])=[O:30])[CH2:26][CH2:25]5)(=[O:11])=[O:12])[CH:7]=[CH:8][CH:9]=1. The yield is 0.620.